From a dataset of Forward reaction prediction with 1.9M reactions from USPTO patents (1976-2016). Predict the product of the given reaction. (1) Given the reactants C([Li])CCC.C[Si]([C:10]([Si](C)(C)C)([C:14]([O-:16])=O)[C:11]([O-:13])=[O:12])(C)C.[CH3:21][O:22][C:23]1[CH:24]=[C:25]([CH:29]=[C:30]([O:34][CH3:35])[C:31]=1[O:32][CH3:33])C(Cl)=O.C(=O)(O)[O-].[Na+].S(=O)(=O)(O)O, predict the reaction product. The product is: [O:16]=[C:14]([C:25]1[CH:29]=[C:30]([O:34][CH3:35])[C:31]([O:32][CH3:33])=[C:23]([O:22][CH3:21])[CH:24]=1)[CH2:10][C:11]([OH:13])=[O:12]. (2) Given the reactants C1(P(C2CCCCC2)[C:8]2[CH:13]=[CH:12][CH:11]=[CH:10][C:9]=2[C:14]2C=CC=CC=2N(C)C)CCCCC1.C[Si](C)(C)[N-][Si](C)(C)C.[Li+].[F:39][C:40]([F:50])([F:49])[CH:41]([CH3:48])[CH2:42][C:43]([O:45][CH2:46][CH3:47])=[O:44].BrC1C=CC(C)=CC=1, predict the reaction product. The product is: [F:39][C:40]([F:49])([F:50])[CH:41]([CH3:48])[CH:42]([C:12]1[CH:11]=[CH:10][C:9]([CH3:14])=[CH:8][CH:13]=1)[C:43]([O:45][CH2:46][CH3:47])=[O:44]. (3) Given the reactants [CH3:1][C:2]1[CH2:18][N:5]2[CH:6]=[CH:7][C:8]3[C:9]([CH:10]=[C:11]([C:13]([O:15]CC)=[O:14])[N:12]=3)=[C:4]2[N:3]=1.[OH-].[K+].Cl, predict the reaction product. The product is: [CH3:1][C:2]1[CH2:18][N:5]2[CH:6]=[CH:7][C:8]3[C:9]([CH:10]=[C:11]([C:13]([OH:15])=[O:14])[N:12]=3)=[C:4]2[N:3]=1. (4) The product is: [C:1]([O:4][CH2:5][C:6]([CH3:36])([CH3:35])[CH2:7][N:8]1[C:14]2[CH:15]=[CH:16][C:17]([Cl:19])=[CH:18][C:13]=2[C@@H:12]([C:20]2[CH:25]=[CH:24][CH:23]=[C:22]([O:26][CH3:27])[C:21]=2[O:28][CH3:29])[O:11][C@H:10]([CH2:30][C:31]([NH:42][C:43]2[CH:44]=[CH:45][C:46]3[O:50][C:49]([C:51]([O:53][CH2:54][CH3:55])=[O:52])=[C:48]([O:56][CH3:57])[C:47]=3[CH:58]=2)=[O:32])[C:9]1=[O:34])(=[O:3])[CH3:2]. Given the reactants [C:1]([O:4][CH2:5][C:6]([CH3:36])([CH3:35])[CH2:7][N:8]1[C:14]2[CH:15]=[CH:16][C:17]([Cl:19])=[CH:18][C:13]=2[C@@H:12]([C:20]2[CH:25]=[CH:24][CH:23]=[C:22]([O:26][CH3:27])[C:21]=2[O:28][CH3:29])[O:11][C@H:10]([CH2:30][C:31](O)=[O:32])[C:9]1=[O:34])(=[O:3])[CH3:2].S(Cl)(Cl)=O.Cl.[NH2:42][C:43]1[CH:44]=[CH:45][C:46]2[O:50][C:49]([C:51]([O:53][CH2:54][CH3:55])=[O:52])=[C:48]([O:56][CH3:57])[C:47]=2[CH:58]=1.C(N(CC)CC)C, predict the reaction product. (5) Given the reactants [CH2:1]1[CH:5]2[CH2:6][CH:7](Br)[CH:3]([CH2:4]2)[CH2:2]1.[Mg].Cl[C:11]1[CH:16]=[C:15]([C:17]2[CH:22]=[CH:21][CH:20]=[CH:19][CH:18]=2)[N:14]=[CH:13][N:12]=1.[Cl-].[NH4+].N1C=CC=NC=1, predict the reaction product. The product is: [CH:3]12[CH2:4][CH:5]([CH2:1][CH2:2]1)[CH2:6][CH:7]2[C:11]1[CH:16]=[C:15]([C:17]2[CH:22]=[CH:21][CH:20]=[CH:19][CH:18]=2)[N:14]=[CH:13][N:12]=1. (6) Given the reactants Br[C:2]1[C:3]([CH2:17][C:18]([O-:20])=[O:19])=[C:4]([C:7]2[CH:12]=[CH:11][C:10]([O:13][CH2:14][CH2:15][CH3:16])=[CH:9][CH:8]=2)[S:5][CH:6]=1.[Cl:21][C:22]1[CH:27]=[CH:26][CH:25]=[CH:24][C:23]=1B(O)O.[C:31]([O-])([O-])=O.[K+].[K+].ClCCl, predict the reaction product. The product is: [Cl:21][C:22]1[CH:27]=[CH:26][CH:25]=[CH:24][C:23]=1[C:2]1[C:3]([CH2:17][C:18]([O:20][CH3:31])=[O:19])=[C:4]([C:7]2[CH:12]=[CH:11][C:10]([O:13][CH2:14][CH2:15][CH3:16])=[CH:9][CH:8]=2)[S:5][CH:6]=1. (7) Given the reactants [Br:1][C:2]1[CH:7]=[CH:6][CH:5]=[CH:4][C:3]=1[C:8](=O)[CH2:9][C:10](=O)[C:11]([O:13][CH3:14])=[O:12].O.[NH2:18][NH2:19], predict the reaction product. The product is: [Br:1][C:2]1[CH:7]=[CH:6][CH:5]=[CH:4][C:3]=1[C:8]1[CH:9]=[C:10]([C:11]([O:13][CH3:14])=[O:12])[NH:19][N:18]=1. (8) Given the reactants [CH2:1]([OH:16])[C@H:2]1[O:7][C@H:6]([O:8][P:9]([OH:12])([OH:11])=[O:10])[C@H:5]([OH:13])[C@@H:4]([OH:14])[C@@H:3]1[OH:15].C(O)[C@H]1OC(OP(O)(O)=O)[C@H](O)[C@@H](O)[C@@H]1O.[CH:33]1[C:39](=[O:40])[NH:38][C:36](=[O:37])[N:35]([C@@H:41]2[O:45][C@H:44]([CH2:46][O:47][P:48]([O:51][P:52]([O:55]P(O)(O)=O)([OH:54])=[O:53])([OH:50])=[O:49])[C@@H:43]([OH:60])[C@H:42]2[OH:61])[CH:34]=1, predict the reaction product. The product is: [CH:33]1[C:39](=[O:40])[NH:38][C:36](=[O:37])[N:35]([C@@H:41]2[O:45][C@H:44]([CH2:46][O:47][P:48]([O:10][P:9]([O:8][C@H:6]3[O:7][C@H:2]([CH2:1][OH:16])[C@@H:3]([OH:15])[C@H:4]([OH:14])[C@H:5]3[OH:13])([OH:12])=[O:11])([OH:50])=[O:49])[C@@H:43]([OH:60])[C@H:42]2[OH:61])[CH:34]=1.[O-:49][P:48]([O:51][P:52]([O-:55])([O-:54])=[O:53])(=[O:47])[O-:50]. (9) Given the reactants [CH3:1][O:2][CH2:3][O:4][C:5]1[CH:6]=[C:7]([CH:12]=[CH:13][C:14]=1[CH2:15][C:16]1[CH:21]=[CH:20][C:19]([O:22][CH:23]=[CH2:24])=[CH:18][CH:17]=1)[C:8]([O:10][CH3:11])=[O:9].Cl[CH2:26]I.C([Zn]CC)C.[Cl-].[NH4+], predict the reaction product. The product is: [CH:23]1([O:22][C:19]2[CH:18]=[CH:17][C:16]([CH2:15][C:14]3[CH:13]=[CH:12][C:7]([C:8]([O:10][CH3:11])=[O:9])=[CH:6][C:5]=3[O:4][CH2:3][O:2][CH3:1])=[CH:21][CH:20]=2)[CH2:26][CH2:24]1. (10) Given the reactants C(=O)([O-])[O-].[Na+].[Na+].Br[C:8]1[CH:9]=[C:10]2[C:14](=[CH:15][CH:16]=1)[N:13]([CH:17]([CH3:19])[CH3:18])[CH:12]=[C:11]2[CH:20]=[O:21].[F:22][C:23]1[C:28]([F:29])=[C:27]([F:30])[CH:26]=[CH:25][C:24]=1B(O)O, predict the reaction product. The product is: [CH3:18][CH:17]([N:13]1[C:14]2[C:10](=[CH:9][C:8]([C:26]3[CH:25]=[CH:24][C:23]([F:22])=[C:28]([F:29])[C:27]=3[F:30])=[CH:16][CH:15]=2)[C:11]([CH:20]=[O:21])=[CH:12]1)[CH3:19].